Dataset: Orexin1 receptor HTS with 218,158 compounds and 233 confirmed actives. Task: Binary Classification. Given a drug SMILES string, predict its activity (active/inactive) in a high-throughput screening assay against a specified biological target. (1) The molecule is S(=O)(=O)(N1CCC(CC1)C(=O)NC(CCC)C)c1ccccc1. The result is 0 (inactive). (2) The compound is O1CCN(CC1)c1nn2c(nnc2cc1)CCC(=O)N1CCN(CC1)c1ccc(OC)cc1. The result is 0 (inactive). (3) The drug is s1c2c(nc1NC(=O)c1n(ncc1[N+]([O-])=O)CC)ccc(OCC)c2. The result is 0 (inactive). (4) The molecule is Fc1cc(CCN2CC(CCC2=O)C(=O)N(Cc2n(CC)ccn2)C)ccc1. The result is 0 (inactive). (5) The molecule is s1c(c(c2oc(cc2)/C=N\OC(=O)c2sccc2)cc1)C(OC)=O. The result is 0 (inactive). (6) The molecule is S(=O)(=O)(CCC(=O)NCCCOC)Cc1ccc(cc1)C. The result is 0 (inactive). (7) The compound is O(C(=O)c1n[nH]c2c1cccc2)CC(=O)NC(=O)NCc1occc1. The result is 0 (inactive). (8) The compound is Brc1ccc(NC(=O)C2N(C(=O)CC2)Cc2c(Cl)cccc2)cc1. The result is 0 (inactive). (9) The molecule is O=C(Nc1nccc(c1)C)C\C(=N\NC(=O)c1c(cccc1)C)C. The result is 0 (inactive).